The task is: Binary Classification. Given a T-cell receptor sequence (or CDR3 region) and an epitope sequence, predict whether binding occurs between them.. This data is from TCR-epitope binding with 47,182 pairs between 192 epitopes and 23,139 TCRs. The epitope is GILGFVFTL. The TCR CDR3 sequence is CASSFLVETQYF. Result: 1 (the TCR binds to the epitope).